From a dataset of Forward reaction prediction with 1.9M reactions from USPTO patents (1976-2016). Predict the product of the given reaction. Given the reactants C([O:8][C:9]1[CH:10]=[C:11]2[C:16](=[CH:17][CH:18]=1)[C:15](=[O:19])[N:14]([CH2:20][CH:21]([CH3:23])[CH3:22])[C:13]([CH2:24][NH:25][C:26](=[O:32])[O:27][C:28]([CH3:31])([CH3:30])[CH3:29])=[C:12]2[O:33][CH2:34][CH2:35][CH2:36][C:37]([F:40])([F:39])[F:38])C1C=CC=CC=1, predict the reaction product. The product is: [OH:8][C:9]1[CH:10]=[C:11]2[C:16](=[CH:17][CH:18]=1)[C:15](=[O:19])[N:14]([CH2:20][CH:21]([CH3:23])[CH3:22])[C:13]([CH2:24][NH:25][C:26](=[O:32])[O:27][C:28]([CH3:30])([CH3:31])[CH3:29])=[C:12]2[O:33][CH2:34][CH2:35][CH2:36][C:37]([F:40])([F:38])[F:39].